Dataset: NCI-60 drug combinations with 297,098 pairs across 59 cell lines. Task: Regression. Given two drug SMILES strings and cell line genomic features, predict the synergy score measuring deviation from expected non-interaction effect. (1) Drug 2: C1=NC2=C(N=C(N=C2N1C3C(C(C(O3)CO)O)F)Cl)N. Synergy scores: CSS=-3.08, Synergy_ZIP=0.0187, Synergy_Bliss=-5.39, Synergy_Loewe=-5.25, Synergy_HSA=-5.95. Cell line: NCI-H460. Drug 1: CC(C)(C#N)C1=CC(=CC(=C1)CN2C=NC=N2)C(C)(C)C#N. (2) Drug 1: C1CC(=O)NC(=O)C1N2CC3=C(C2=O)C=CC=C3N. Drug 2: C1CN(P(=O)(OC1)NCCCl)CCCl. Cell line: LOX IMVI. Synergy scores: CSS=12.5, Synergy_ZIP=-0.577, Synergy_Bliss=4.74, Synergy_Loewe=6.58, Synergy_HSA=6.69. (3) Drug 1: C1=CC(=C2C(=C1NCCNCCO)C(=O)C3=C(C=CC(=C3C2=O)O)O)NCCNCCO. Synergy scores: CSS=45.1, Synergy_ZIP=2.53, Synergy_Bliss=4.93, Synergy_Loewe=-31.2, Synergy_HSA=5.22. Cell line: HCT116. Drug 2: C1CC(=O)NC(=O)C1N2C(=O)C3=CC=CC=C3C2=O. (4) Drug 1: C1CCC(C1)C(CC#N)N2C=C(C=N2)C3=C4C=CNC4=NC=N3. Drug 2: CC(C)CN1C=NC2=C1C3=CC=CC=C3N=C2N. Cell line: MALME-3M. Synergy scores: CSS=-4.58, Synergy_ZIP=0.993, Synergy_Bliss=-2.13, Synergy_Loewe=-4.73, Synergy_HSA=-4.65. (5) Drug 1: CC1OCC2C(O1)C(C(C(O2)OC3C4COC(=O)C4C(C5=CC6=C(C=C35)OCO6)C7=CC(=C(C(=C7)OC)O)OC)O)O. Drug 2: CC(C)(C#N)C1=CC(=CC(=C1)CN2C=NC=N2)C(C)(C)C#N. Cell line: SF-295. Synergy scores: CSS=39.6, Synergy_ZIP=-1.98, Synergy_Bliss=-3.76, Synergy_Loewe=-1.65, Synergy_HSA=-1.51. (6) Drug 2: CCC1=CC2CC(C3=C(CN(C2)C1)C4=CC=CC=C4N3)(C5=C(C=C6C(=C5)C78CCN9C7C(C=CC9)(C(C(C8N6C)(C(=O)OC)O)OC(=O)C)CC)OC)C(=O)OC.C(C(C(=O)O)O)(C(=O)O)O. Cell line: MDA-MB-435. Drug 1: CS(=O)(=O)C1=CC(=C(C=C1)C(=O)NC2=CC(=C(C=C2)Cl)C3=CC=CC=N3)Cl. Synergy scores: CSS=75.8, Synergy_ZIP=26.0, Synergy_Bliss=25.1, Synergy_Loewe=-15.2, Synergy_HSA=21.6.